From a dataset of NCI-60 drug combinations with 297,098 pairs across 59 cell lines. Regression. Given two drug SMILES strings and cell line genomic features, predict the synergy score measuring deviation from expected non-interaction effect. (1) Drug 2: CC1=C(C(=CC=C1)Cl)NC(=O)C2=CN=C(S2)NC3=CC(=NC(=N3)C)N4CCN(CC4)CCO. Synergy scores: CSS=9.68, Synergy_ZIP=-0.251, Synergy_Bliss=5.08, Synergy_Loewe=2.78, Synergy_HSA=2.83. Cell line: ACHN. Drug 1: CC1C(C(=O)NC(C(=O)N2CCCC2C(=O)N(CC(=O)N(C(C(=O)O1)C(C)C)C)C)C(C)C)NC(=O)C3=C4C(=C(C=C3)C)OC5=C(C(=O)C(=C(C5=N4)C(=O)NC6C(OC(=O)C(N(C(=O)CN(C(=O)C7CCCN7C(=O)C(NC6=O)C(C)C)C)C)C(C)C)C)N)C. (2) Drug 2: C1=NC2=C(N1)C(=S)N=CN2. Synergy scores: CSS=25.8, Synergy_ZIP=1.91, Synergy_Bliss=2.11, Synergy_Loewe=-31.2, Synergy_HSA=-1.02. Cell line: NCI-H322M. Drug 1: C(=O)(N)NO. (3) Drug 1: CC1=C(C(=CC=C1)Cl)NC(=O)C2=CN=C(S2)NC3=CC(=NC(=N3)C)N4CCN(CC4)CCO. Drug 2: CN1C=C(C=N1)C2=C3N=C(C(=C(N3N=C2)N)Br)C4CCCNC4. Cell line: NCIH23. Synergy scores: CSS=66.0, Synergy_ZIP=4.42, Synergy_Bliss=2.64, Synergy_Loewe=7.83, Synergy_HSA=10.1. (4) Drug 1: C1CCC(CC1)NC(=O)N(CCCl)N=O. Drug 2: C1=CC(=CC=C1CC(C(=O)O)N)N(CCCl)CCCl.Cl. Cell line: OVCAR-4. Synergy scores: CSS=10.1, Synergy_ZIP=-0.460, Synergy_Bliss=8.61, Synergy_Loewe=3.10, Synergy_HSA=4.97. (5) Drug 1: C1CCC(CC1)NC(=O)N(CCCl)N=O. Drug 2: CC1CCCC2(C(O2)CC(NC(=O)CC(C(C(=O)C(C1O)C)(C)C)O)C(=CC3=CSC(=N3)C)C)C. Cell line: NCIH23. Synergy scores: CSS=9.32, Synergy_ZIP=-0.171, Synergy_Bliss=1.27, Synergy_Loewe=0.244, Synergy_HSA=0.475.